Predict the product of the given reaction. From a dataset of Forward reaction prediction with 1.9M reactions from USPTO patents (1976-2016). (1) Given the reactants [CH3:1][C:2]1([CH3:66])[CH:5]([C:6]([O:8][C@H:9]2[CH2:26][CH2:25][C@@:24]3([CH3:27])[C@@H:11]([CH2:12][CH2:13][C@:14]4([CH3:53])[C@@H:23]3[CH2:22][CH2:21][C@H:20]3[C@@:15]4([CH3:52])[CH2:16][CH2:17][C@@:18]4([C:34]([N:36]5[CH2:40][CH2:39][CH2:38][C@@H:37]5[C:41]5[NH:42][C:43]([C:46]6[CH:51]=[CH:50][CH:49]=[CH:48][CH:47]=6)=[CH:44][N:45]=5)=[O:35])[CH2:30][CH2:29][C@@H:28]([C:31]([CH3:33])=[CH2:32])[C@@H:19]43)[C:10]2([CH3:55])[CH3:54])=[O:7])[CH2:4][CH:3]1[C:56]([O:58]CC1C=CC=CC=1)=[O:57].C([O-])=O.[NH4+], predict the reaction product. The product is: [CH3:1][C:2]1([CH3:66])[CH:5]([C:6]([O:8][C@H:9]2[CH2:26][CH2:25][C@@:24]3([CH3:27])[C@@H:11]([CH2:12][CH2:13][C@:14]4([CH3:53])[C@@H:23]3[CH2:22][CH2:21][C@H:20]3[C@@:15]4([CH3:52])[CH2:16][CH2:17][C@@:18]4([C:34]([N:36]5[CH2:40][CH2:39][CH2:38][C@@H:37]5[C:41]5[NH:42][C:43]([C:46]6[CH:51]=[CH:50][CH:49]=[CH:48][CH:47]=6)=[CH:44][N:45]=5)=[O:35])[CH2:30][CH2:29][C@@H:28]([C:31]([CH3:33])=[CH2:32])[C@@H:19]43)[C:10]2([CH3:55])[CH3:54])=[O:7])[CH2:4][CH:3]1[C:56]([OH:58])=[O:57]. (2) Given the reactants [F:1][C:2]1[CH:7]=[C:6]([I:8])[CH:5]=[CH:4][C:3]=1[NH:9][C:10]1[CH:18]=[N:17][CH:16]=[CH:15][C:11]=1[C:12]([OH:14])=O.[CH2:19]([NH2:26])[C:20]1[CH:25]=[CH:24][CH:23]=[CH:22][CH:21]=1, predict the reaction product. The product is: [CH2:19]([NH:26][C:12](=[O:14])[C:11]1[CH:15]=[CH:16][N:17]=[CH:18][C:10]=1[NH:9][C:3]1[CH:4]=[CH:5][C:6]([I:8])=[CH:7][C:2]=1[F:1])[C:20]1[CH:25]=[CH:24][CH:23]=[CH:22][CH:21]=1.